The task is: Predict the reaction yield, written as a fraction of the theoretical maximum amount of product (1.0 means a 100% yield; for example, 0.34 means a 34% yield).. This data is from Reaction yield outcomes from USPTO patents with 853,638 reactions. (1) The reactants are [Cl:1][C:2]1[CH:3]=[C:4]([CH:8]([CH2:12][CH:13]2[CH2:17][CH2:16][CH2:15][CH2:14]2)[C:9]([OH:11])=O)[CH:5]=[CH:6][CH:7]=1.C(Cl)(=O)C(Cl)=O.[CH3:24][O:25][C:26](=[O:34])[C:27]1[CH:32]=[CH:31][C:30]([NH2:33])=[N:29][CH:28]=1.C(N(CC)C(C)C)(C)C. The catalyst is C(Cl)Cl.CN(C)C=O. The product is [CH3:24][O:25][C:26](=[O:34])[C:27]1[CH:32]=[CH:31][C:30]([NH:33][C:9](=[O:11])[CH:8]([C:4]2[CH:5]=[CH:6][CH:7]=[C:2]([Cl:1])[CH:3]=2)[CH2:12][CH:13]2[CH2:17][CH2:16][CH2:15][CH2:14]2)=[N:29][CH:28]=1. The yield is 0.197. (2) The reactants are Br[C:2]1[CH:3]=[C:4]([CH2:7][N:8]2[CH2:13][CH2:12][N:11]([CH3:14])[CH2:10][CH2:9]2)[O:5][CH:6]=1.B(OC(C)C)(OC(C)C)OC(C)C.C([Li])CCC.CCCCCC.I[C:40]1[CH:45]=[C:44]([N+:46]([O-])=O)[CH:43]=[CH:42][C:41]=1[O:49][CH3:50].ClCCl.C(=O)([O-])[O-].[Na+].[Na+]. The catalyst is O1CCCC1.O.C1C=CC(P(C2C=CC=CC=2)[C-]2C=CC=C2)=CC=1.C1C=CC(P(C2C=CC=CC=2)[C-]2C=CC=C2)=CC=1.Cl[Pd]Cl.[Fe+2]. The product is [CH3:50][O:49][C:41]1[CH:42]=[CH:43][C:44]([NH2:46])=[CH:45][C:40]=1[C:2]1[CH:3]=[C:4]([CH2:7][N:8]2[CH2:13][CH2:12][N:11]([CH3:14])[CH2:10][CH2:9]2)[O:5][CH:6]=1. The yield is 0.700.